This data is from Catalyst prediction with 721,799 reactions and 888 catalyst types from USPTO. The task is: Predict which catalyst facilitates the given reaction. Reactant: [Cl:1][C:2]1C(=O)[NH:6][C:5]([CH:9]2[CH2:11][CH2:10]2)=[N:4][C:3]=1C(O)=O.[C:15]([O:18][CH2:19]C)(=[O:17])[CH3:16].C[N:22](C)C=O.S(Cl)(Cl)=O. Product: [NH2:22][C:3]1[N:4]=[C:5]([CH:9]2[CH2:11][CH2:10]2)[N:6]=[C:16]([C:15]([O:18][CH3:19])=[O:17])[C:2]=1[Cl:1]. The catalyst class is: 6.